From a dataset of Tyrosyl-DNA phosphodiesterase HTS with 341,365 compounds. Binary Classification. Given a drug SMILES string, predict its activity (active/inactive) in a high-throughput screening assay against a specified biological target. (1) The drug is S(=O)(=O)(N(CC(=O)NCc1ccc(F)cc1)c1ccccc1)c1c(scc1)C(OC)=O. The result is 0 (inactive). (2) The drug is s1c2n(nc1CCC)c(O)c(C(c1c(O)n3nc(sc3nc1=O)CCC)c1ccc(cc1)C)c(=O)n2. The result is 0 (inactive).